This data is from Reaction yield outcomes from USPTO patents with 853,638 reactions. The task is: Predict the reaction yield, written as a fraction of the theoretical maximum amount of product (1.0 means a 100% yield; for example, 0.34 means a 34% yield). (1) The reactants are [C-]#N.[Na+].[Cu][C:5]#[N:6].Br[C:8]1[C:9]([NH2:25])=[N:10][C:11]([C:20]2[O:21][CH:22]=[CH:23][CH:24]=2)=[C:12]([C:14]2[CH:19]=[CH:18][N:17]=[CH:16][CH:15]=2)[N:13]=1. The catalyst is CN(C)C=O. The product is [NH2:25][C:9]1[C:8]([C:5]#[N:6])=[N:13][C:12]([C:14]2[CH:19]=[CH:18][N:17]=[CH:16][CH:15]=2)=[C:11]([C:20]2[O:21][CH:22]=[CH:23][CH:24]=2)[N:10]=1. The yield is 0.700. (2) The reactants are [Br:1][C:2]1[C:20]([Cl:21])=[CH:19][C:5]([NH:6][CH2:7][C:8]2[CH:18]=[CH:17][C:11]3[N:12]=[C:13]([S:15][CH3:16])[O:14][C:10]=3[CH:9]=2)=[C:4]([N+:22]([O-])=O)[CH:3]=1. The catalyst is CO.C(Cl)Cl.[Pd]. The product is [Br:1][C:2]1[CH:3]=[C:4]([NH2:22])[C:5]([NH:6][CH2:7][C:8]2[CH:18]=[CH:17][C:11]3[N:12]=[C:13]([S:15][CH3:16])[O:14][C:10]=3[CH:9]=2)=[CH:19][C:20]=1[Cl:21]. The yield is 0.986. (3) The reactants are [Cl:1][C:2]1[CH:3]=[CH:4][C:5]([O:33][CH3:34])=[C:6]([C:8]2[C:17]3[C:12](=[CH:13][C:14]([S:18](OC4C(F)=C(F)C(F)=C(F)C=4F)(=[O:20])=[O:19])=[CH:15][CH:16]=3)[CH:11]=[CH:10][N:9]=2)[CH:7]=1.[S:35]1[CH:39]=[N:38][N:37]=[C:36]1[NH2:40].C(=O)([O-])[O-].[Cs+].[Cs+].CN(C=O)C. The catalyst is CCOC(C)=O.Cl. The product is [Cl:1][C:2]1[CH:3]=[CH:4][C:5]([O:33][CH3:34])=[C:6]([C:8]2[C:17]3[C:12](=[CH:13][C:14]([S:18]([NH:40][C:36]4[S:35][CH:39]=[N:38][N:37]=4)(=[O:20])=[O:19])=[CH:15][CH:16]=3)[CH:11]=[CH:10][N:9]=2)[CH:7]=1. The yield is 0.970.